Dataset: NCI-60 drug combinations with 297,098 pairs across 59 cell lines. Task: Regression. Given two drug SMILES strings and cell line genomic features, predict the synergy score measuring deviation from expected non-interaction effect. (1) Drug 1: CC12CCC(CC1=CCC3C2CCC4(C3CC=C4C5=CN=CC=C5)C)O. Drug 2: C1C(C(OC1N2C=NC3=C(N=C(N=C32)Cl)N)CO)O. Cell line: SK-OV-3. Synergy scores: CSS=-4.56, Synergy_ZIP=0.475, Synergy_Bliss=-4.03, Synergy_Loewe=-5.02, Synergy_HSA=-5.11. (2) Drug 1: C1=C(C(=O)NC(=O)N1)F. Drug 2: C1CCC(C(C1)N)N.C(=O)(C(=O)[O-])[O-].[Pt+4]. Cell line: MDA-MB-435. Synergy scores: CSS=19.4, Synergy_ZIP=-0.893, Synergy_Bliss=-2.53, Synergy_Loewe=-0.462, Synergy_HSA=0.743. (3) Drug 1: COC1=C(C=C2C(=C1)N=CN=C2NC3=CC(=C(C=C3)F)Cl)OCCCN4CCOCC4. Drug 2: C1=NC2=C(N1)C(=S)N=C(N2)N. Cell line: OVCAR-4. Synergy scores: CSS=48.2, Synergy_ZIP=-15.0, Synergy_Bliss=-5.45, Synergy_Loewe=-1.56, Synergy_HSA=-0.0191. (4) Drug 1: CN1CCC(CC1)COC2=C(C=C3C(=C2)N=CN=C3NC4=C(C=C(C=C4)Br)F)OC. Synergy scores: CSS=54.0, Synergy_ZIP=2.50, Synergy_Bliss=4.36, Synergy_Loewe=-15.9, Synergy_HSA=6.22. Cell line: HCT-15. Drug 2: COC1=CC(=CC(=C1O)OC)C2C3C(COC3=O)C(C4=CC5=C(C=C24)OCO5)OC6C(C(C7C(O6)COC(O7)C8=CC=CS8)O)O.